Task: Binary Classification. Given a drug SMILES string, predict its activity (active/inactive) in a high-throughput screening assay against a specified biological target.. Dataset: Serine/threonine kinase 33 screen with 319,792 compounds (1) The compound is S1CCN(CC1)CC(=O)N\N=C\c1ccc(OCC)cc1. The result is 0 (inactive). (2) The result is 0 (inactive). The drug is Clc1c(CN2CCN(CC2)c2ccc(Cl)cc2)cccc1.